This data is from Forward reaction prediction with 1.9M reactions from USPTO patents (1976-2016). The task is: Predict the product of the given reaction. The product is: [Br:17][C:18]1[CH:23]=[C:22](/[CH:24]=[C:3](/[C:4]2[C:12]3[C:7](=[CH:8][CH:9]=[CH:10][CH:11]=3)[NH:6][CH:5]=2)\[C:1]#[N:2])[CH:21]=[N:20][CH:19]=1. Given the reactants [C:1]([CH2:3][C:4]1[C:12]2[C:7](=[CH:8][CH:9]=[CH:10][CH:11]=2)[NH:6][CH:5]=1)#[N:2].[O-]CC.[Na+].[Br:17][C:18]1[CH:19]=[N:20][CH:21]=[C:22]([CH:24]=O)[CH:23]=1, predict the reaction product.